The task is: Predict which catalyst facilitates the given reaction.. This data is from Catalyst prediction with 721,799 reactions and 888 catalyst types from USPTO. Reactant: N#N.[F:3][C:4]([F:17])([F:16])[C:5]1[CH:15]=[CH:14][C:8](/[CH:9]=[CH:10]/[C:11](O)=[O:12])=[CH:7][CH:6]=1.CN(C=O)C.C(Cl)(=O)C([Cl:26])=O. Product: [F:3][C:4]([F:17])([F:16])[C:5]1[CH:15]=[CH:14][C:8]([CH:9]=[CH:10][C:11]([Cl:26])=[O:12])=[CH:7][CH:6]=1. The catalyst class is: 11.